From a dataset of Retrosynthesis with 50K atom-mapped reactions and 10 reaction types from USPTO. Predict the reactants needed to synthesize the given product. (1) Given the product Cc1cccc(-n2nc(C)cc2N2C[C@H](S(=O)(=O)c3ccccc3C(F)(F)F)C[C@H]2C(=O)O)c1, predict the reactants needed to synthesize it. The reactants are: COC(=O)[C@@H]1C[C@@H](S(=O)(=O)c2ccccc2C(F)(F)F)CN1c1cc(C)nn1-c1cccc(C)c1. (2) Given the product COc1cc(OC(F)(F)F)ccc1-c1nc(OC)c(-n2cncc2C(=O)N2CCOCC2)cc1C, predict the reactants needed to synthesize it. The reactants are: C1COCCN1.COc1cc(OC(F)(F)F)ccc1-c1nc(OC)c(-n2cncc2C(=O)O)cc1C.